From a dataset of Full USPTO retrosynthesis dataset with 1.9M reactions from patents (1976-2016). Predict the reactants needed to synthesize the given product. (1) Given the product [CH2:1]([C:3]1[CH:8]=[C:7]([CH3:9])[CH:6]=[C:5]([CH2:10][CH3:11])[C:4]=1[C:12]1[C:13](=[O:14])[N:15]([CH3:24])[N:16]=[C:17]([CH3:23])[C:18]=1[S:19]([CH3:22])(=[O:21])=[O:20])[CH3:2], predict the reactants needed to synthesize it. The reactants are: [CH2:1]([C:3]1[CH:8]=[C:7]([CH3:9])[CH:6]=[C:5]([CH2:10][CH3:11])[C:4]=1[C:12](=O)[C:13]([N:15]([CH3:24])[N:16]=[C:17]([CH3:23])[CH2:18][S:19]([CH3:22])(=[O:21])=[O:20])=[O:14])[CH3:2].C(=O)([O-])[O-].[K+].[K+]. (2) Given the product [CH2:31]([O:35][C:36]1[CH:41]=[C:40]([C:2]2[N:7]=[C:6]([O:8][C:9]3[C:14]([CH3:15])=[CH:13][C:12]([CH3:16])=[CH:11][C:10]=3[CH3:17])[C:5]([C:18]([NH:20][S:21]([C:24]3[C:25](=[O:30])[NH:26][CH:27]=[CH:28][CH:29]=3)(=[O:22])=[O:23])=[O:19])=[CH:4][CH:3]=2)[CH:39]=[CH:38][CH:37]=1)[CH:32]([CH3:34])[CH3:33], predict the reactants needed to synthesize it. The reactants are: Cl[C:2]1[N:7]=[C:6]([O:8][C:9]2[C:14]([CH3:15])=[CH:13][C:12]([CH3:16])=[CH:11][C:10]=2[CH3:17])[C:5]([C:18]([NH:20][S:21]([C:24]2[C:25](=[O:30])[NH:26][CH:27]=[CH:28][CH:29]=2)(=[O:23])=[O:22])=[O:19])=[CH:4][CH:3]=1.[CH2:31]([O:35][C:36]1[CH:37]=[C:38](B(O)O)[CH:39]=[CH:40][CH:41]=1)[CH:32]([CH3:34])[CH3:33].C([O-])([O-])=O.[K+].[K+]. (3) The reactants are: [Cl:1][C:2]1[CH:3]=[C:4]2[CH:10]=[C:9]([CH2:11][N:12]3[C:16]4=[CH:17][N:18]=[CH:19][CH:20]=[C:15]4[C:14]4([CH2:22][CH2:21]4)[C:13]3=[O:23])[N:8]([CH2:24][CH2:25][CH2:26][S:27]([NH2:30])(=[O:29])=[O:28])[C:5]2=[N:6][CH:7]=1.[C:31](OC(=O)C)(=[O:33])[CH3:32].C(N(C(C)C)C(C)C)C. Given the product [Cl:1][C:2]1[CH:3]=[C:4]2[CH:10]=[C:9]([CH2:11][N:12]3[C:16]4=[CH:17][N:18]=[CH:19][CH:20]=[C:15]4[C:14]4([CH2:21][CH2:22]4)[C:13]3=[O:23])[N:8]([CH2:24][CH2:25][CH2:26][S:27]([NH:30][C:31](=[O:33])[CH3:32])(=[O:28])=[O:29])[C:5]2=[N:6][CH:7]=1, predict the reactants needed to synthesize it. (4) Given the product [CH2:1]([O:8][NH:9][C:10]([C@H:12]1[C@H:13]([OH:34])[C@H:14]([OH:31])[C@@H:15]([OH:29])[CH2:16][N:17]1[S:18]([C:21]1[CH:22]=[CH:23][C:24]([O:27][CH3:28])=[CH:25][CH:26]=1)(=[O:20])=[O:19])=[O:11])[C:2]1[CH:7]=[CH:6][CH:5]=[CH:4][CH:3]=1, predict the reactants needed to synthesize it. The reactants are: [CH2:1]([O:8][NH:9][C:10]([C@@H:12]1[N:17]([S:18]([C:21]2[CH:26]=[CH:25][C:24]([O:27][CH3:28])=[CH:23][CH:22]=2)(=[O:20])=[O:19])[CH2:16][C@@H:15]2[O:29]C(C)(C)[O:31][C@H:14]2[C@H:13]1[OH:34])=[O:11])[C:2]1[CH:7]=[CH:6][CH:5]=[CH:4][CH:3]=1. (5) Given the product [Br:1][C:2]1[CH:3]=[C:4]([C:8]2[O:9][C:10]([CH3:17])=[C:11]([CH2:13][CH2:14][OH:15])[N:12]=2)[CH:5]=[CH:6][CH:7]=1, predict the reactants needed to synthesize it. The reactants are: [Br:1][C:2]1[CH:3]=[C:4]([C:8]2[O:9][C:10]([CH3:17])=[C:11]([CH2:13][C:14](O)=[O:15])[N:12]=2)[CH:5]=[CH:6][CH:7]=1. (6) The reactants are: ClC1C=CC(C2NC(C3C=CC(OC)=CC=3OCC)=NC2C2CCCCC2)=CC=1.[Cl:30][C:31]1[CH:36]=[CH:35][C:34]([CH:37]2[N:41]([C:42]([N:44]3[CH2:49][CH2:48][N:47]([CH3:50])[CH2:46][CH2:45]3)=[O:43])[C:40]([C:51]3[CH:56]=[CH:55][C:54]([O:57][CH3:58])=[CH:53][C:52]=3[O:59][CH2:60][CH3:61])=[N:39][CH:38]2[CH2:62][CH:63]2[CH2:67][CH2:66][CH2:65][CH2:64]2)=[CH:33][CH:32]=1. Given the product [Cl:30][C:31]1[CH:36]=[CH:35][C:34]([CH:37]2[N:41]([C:42]([N:44]3[CH2:49][CH2:48][N:47]([CH3:50])[CH2:46][CH2:45]3)=[O:43])[C:40]([C:51]3[CH:56]=[CH:55][C:54]([O:57][CH3:58])=[CH:53][C:52]=3[O:59][CH2:60][CH3:61])=[N:39][CH:38]2[CH:62]2[CH2:64][CH2:65][CH2:66][CH2:67][CH2:63]2)=[CH:33][CH:32]=1, predict the reactants needed to synthesize it. (7) Given the product [NH2:13][C:12]1[C:3]([O:2][CH3:1])=[C:4]([CH:9]=[CH:10][CH:11]=1)[C:5]([O:7][CH3:8])=[O:6], predict the reactants needed to synthesize it. The reactants are: [CH3:1][O:2][C:3]1[C:12]([N+:13]([O-])=O)=[CH:11][CH:10]=[CH:9][C:4]=1[C:5]([O:7][CH3:8])=[O:6].